Dataset: Catalyst prediction with 721,799 reactions and 888 catalyst types from USPTO. Task: Predict which catalyst facilitates the given reaction. Reactant: [NH2:1][C:2]1[C:3]2[NH:10][CH:9]=[C:8]([C@H:11]3[C@H:15]([OH:16])[C@@H:14]([OH:17])[C@@H:13]([CH2:18][OH:19])[N:12]3C(OC(C)(C)C)=O)[C:4]=2[N:5]=[CH:6][N:7]=1.Cl. Product: [NH2:1][C:2]1[C:3]2[NH:10][CH:9]=[C:8]([C@H:11]3[C@H:15]([OH:16])[C@@H:14]([OH:17])[C@@H:13]([CH2:18][OH:19])[NH:12]3)[C:4]=2[N:5]=[CH:6][N:7]=1. The catalyst class is: 8.